From a dataset of Forward reaction prediction with 1.9M reactions from USPTO patents (1976-2016). Predict the product of the given reaction. The product is: [Cl:1][C:2]1[C:7]([C:8]([O:10][CH2:11][CH3:12])=[O:9])=[C:6]([F:13])[C:5]([CH:14]=[N:17][OH:16])=[CH:4][CH:3]=1. Given the reactants [Cl:1][C:2]1[C:7]([C:8]([O:10][CH2:11][CH3:12])=[O:9])=[C:6]([F:13])[C:5]([CH:14]=O)=[CH:4][CH:3]=1.[OH:16][NH2:17], predict the reaction product.